The task is: Predict the reactants needed to synthesize the given product.. This data is from Retrosynthesis with 50K atom-mapped reactions and 10 reaction types from USPTO. Given the product COc1cc2cc(C(=O)Nc3cc(C(=O)NCCNC(=O)OC(C)(C)C)ccc3C)c(=O)[nH]c2cc1OC, predict the reactants needed to synthesize it. The reactants are: CC(C)(C)OC(=O)NCCN.COc1cc2cc(C(=O)Nc3cc(C(=O)O)ccc3C)c(=O)[nH]c2cc1OC.